Dataset: Forward reaction prediction with 1.9M reactions from USPTO patents (1976-2016). Task: Predict the product of the given reaction. Given the reactants [CH3:1][N:2]1[CH2:27][CH2:26][C@:4]2([N:8]=[C:7]([C:9]3[N:14]=[C:13]([CH3:15])[CH:12]=[C:11]([C:16]4[CH:21]=[CH:20][C:19]([C:22]([F:25])([F:24])[F:23])=[CH:18][CH:17]=4)[N:10]=3)[CH2:6][CH2:5]2)[C:3]1=[O:28].C(N)(C)(C)C.B.Cl.CC(C)=O.C(=O)=O, predict the reaction product. The product is: [CH3:1][N:2]1[CH2:27][CH2:26][C:4]2([NH:8][CH:7]([C:9]3[N:14]=[C:13]([CH3:15])[CH:12]=[C:11]([C:16]4[CH:17]=[CH:18][C:19]([C:22]([F:25])([F:24])[F:23])=[CH:20][CH:21]=4)[N:10]=3)[CH2:6][CH2:5]2)[C:3]1=[O:28].